Task: Predict which catalyst facilitates the given reaction.. Dataset: Catalyst prediction with 721,799 reactions and 888 catalyst types from USPTO Reactant: [CH3:1][N:2]1[C:10]2[C@@:9]3([CH3:14])[C:11]([CH3:13])([CH3:12])[C@H:6]([CH2:7][CH2:8]3)[C:5]=2[C:4](=[O:15])[NH:3]1.Cl[CH2:17][C:18]1[N:19]=[C:20]([C:23]2[CH:28]=[CH:27][C:26]([Cl:29])=[CH:25][CH:24]=2)[S:21][CH:22]=1. Product: [Cl:29][C:26]1[CH:25]=[CH:24][C:23]([C:20]2[S:21][CH:22]=[C:18]([CH2:17][N:3]3[C:4](=[O:15])[C:5]4[C@@H:6]5[C:11]([CH3:12])([CH3:13])[C@@:9]([CH3:14])([CH2:8][CH2:7]5)[C:10]=4[N:2]3[CH3:1])[N:19]=2)=[CH:28][CH:27]=1. The catalyst class is: 9.